From a dataset of Reaction yield outcomes from USPTO patents with 853,638 reactions. Predict the reaction yield, written as a fraction of the theoretical maximum amount of product (1.0 means a 100% yield; for example, 0.34 means a 34% yield). The reactants are C(O[N:19]1[C:24](=O)[CH2:23][CH2:22][C:20]1=O)(OCC1C2C(=CC=CC=2)C2C1=CC=CC=2)=O.Cl.N[C@@H:28](CC=CC)[C:29]([OH:31])=[O:30].C([O-])(O)=O.[Na+].Cl. The catalyst is CC(C)=O.O. The product is [CH2:24]([NH:19][CH2:28][C:29]([OH:31])=[O:30])[CH:23]=[CH:22][CH3:20]. The yield is 0.780.